Task: Predict the reaction yield, written as a fraction of the theoretical maximum amount of product (1.0 means a 100% yield; for example, 0.34 means a 34% yield).. Dataset: Reaction yield outcomes from USPTO patents with 853,638 reactions (1) The product is [C:30]12([CH2:40][CH2:41][N:42]([CH2:43][CH2:44][CH2:45][CH2:46][CH3:47])[C:11](=[O:13])[CH2:10][CH2:9][NH:8][C:6]([O:5][C:1]([CH3:2])([CH3:3])[CH3:4])=[O:7])[CH2:37][CH:36]3[CH2:35][CH:34]([CH2:33][CH:32]([CH2:38]3)[CH2:31]1)[CH2:39]2. The reactants are [C:1]([O:5][C:6]([NH:8][CH2:9][CH2:10][C:11]([OH:13])=O)=[O:7])([CH3:4])([CH3:3])[CH3:2].CN1CCOCC1.C(Cl)(=O)OCC(C)C.Cl.[C:30]12([CH2:40][CH2:41][NH:42][CH2:43][CH2:44][CH2:45][CH2:46][CH3:47])[CH2:39][CH:34]3[CH2:35][CH:36]([CH2:38][CH:32]([CH2:33]3)[CH2:31]1)[CH2:37]2.C(=O)([O-])O.[Na+]. The yield is 0.850. The catalyst is O1CCCC1.C(OCC)(=O)C. (2) The reactants are [N+:1]([C:4]1[CH:9]=[CH:8][CH:7]=[C:6]([N+:10]([O-:12])=[O:11])[C:5]=1[NH:13][CH2:14][C:15]([F:20])([F:19])[C:16]([OH:18])=[O:17])([O-:3])=[O:2].S(=O)(=O)(O)O.C(=O)([O-])O.[Na+].[CH2:31](O)[CH3:32]. No catalyst specified. The product is [N+:1]([C:4]1[CH:9]=[CH:8][CH:7]=[C:6]([N+:10]([O-:12])=[O:11])[C:5]=1[NH:13][CH2:14][C:15]([F:19])([F:20])[C:16]([O:18][CH2:31][CH3:32])=[O:17])([O-:3])=[O:2]. The yield is 0.760. (3) The yield is 0.377. The reactants are Br[C:2]1[CH:3]=[CH:4][C:5]2[O:9][C:8]3[CH:10]=[CH:11][C:12]([C:14]#[N:15])=[CH:13][C:7]=3[C:6]=2[CH:16]=1.[CH:17]1[C:29]2[NH:28][C:27]3[C:22](=[CH:23][CH:24]=[CH:25][CH:26]=3)[C:21]=2[CH:20]=[C:19]([N:30]2[C:42]3[CH:41]=[CH:40][C:39]([C:43]#[N:44])=[CH:38][C:37]=3[C:36]3[C:31]2=[CH:32][CH:33]=[CH:34][CH:35]=3)[CH:18]=1.N1C2C(=CC=C3C=2N=CC=C3)C=CC=1.[O-]P([O-])([O-])=O.[K+].[K+].[K+]. The catalyst is C1(C)C=C(C)C=C(C)C=1. The product is [C:14]([C:12]1[CH:11]=[CH:10][C:8]2[O:9][C:5]3[CH:4]=[CH:3][C:2]([N:28]4[C:29]5[CH:17]=[CH:18][C:19]([N:30]6[C:42]7[CH:41]=[CH:40][C:39]([C:43]#[N:44])=[CH:38][C:37]=7[C:36]7[C:31]6=[CH:32][CH:33]=[CH:34][CH:35]=7)=[CH:20][C:21]=5[C:22]5[C:27]4=[CH:26][CH:25]=[CH:24][CH:23]=5)=[CH:16][C:6]=3[C:7]=2[CH:13]=1)#[N:15]. (4) The reactants are [CH3:1][O:2][C:3]1[CH:23]=[CH:22][C:6]2[N:7]=[C:8]([C:12]3[CH:17]=[CH:16][CH:15]=[CH:14][C:13]=3[O:18]C(=O)C)O[C:10](=[O:11])[C:5]=2[CH:4]=1.[F:24][C:25]1[CH:26]=[C:27]([CH2:31][CH2:32][NH2:33])[CH:28]=[CH:29][CH:30]=1. No catalyst specified. The product is [F:24][C:25]1[CH:26]=[C:27]([CH2:31][CH2:32][N:33]2[C:10](=[O:11])[C:5]3[C:6](=[CH:22][CH:23]=[C:3]([O:2][CH3:1])[CH:4]=3)[N:7]=[C:8]2[C:12]2[CH:17]=[CH:16][CH:15]=[CH:14][C:13]=2[OH:18])[CH:28]=[CH:29][CH:30]=1. The yield is 0.800. (5) The reactants are [Br:1][C:2]1[CH:7]=[CH:6][C:5]([C:8]([C:10]2[CH:15]=[CH:14][C:13]([OH:16])=[CH:12][CH:11]=2)=O)=[CH:4][CH:3]=1.[C:17]1(=O)[CH2:21][CH2:20][CH2:19][CH2:18]1.O. The catalyst is C1COCC1.[Zn].Cl[Ti](Cl)(Cl)Cl. The product is [Br:1][C:2]1[CH:7]=[CH:6][C:5]([C:8](=[C:17]2[CH2:21][CH2:20][CH2:19][CH2:18]2)[C:10]2[CH:15]=[CH:14][C:13]([OH:16])=[CH:12][CH:11]=2)=[CH:4][CH:3]=1. The yield is 0.810.